This data is from NCI-60 drug combinations with 297,098 pairs across 59 cell lines. The task is: Regression. Given two drug SMILES strings and cell line genomic features, predict the synergy score measuring deviation from expected non-interaction effect. Drug 1: CC1C(C(CC(O1)OC2CC(CC3=C2C(=C4C(=C3O)C(=O)C5=C(C4=O)C(=CC=C5)OC)O)(C(=O)CO)O)N)O.Cl. Drug 2: CN(CC1=CN=C2C(=N1)C(=NC(=N2)N)N)C3=CC=C(C=C3)C(=O)NC(CCC(=O)O)C(=O)O. Cell line: CCRF-CEM. Synergy scores: CSS=60.6, Synergy_ZIP=-3.21, Synergy_Bliss=-3.93, Synergy_Loewe=-10.7, Synergy_HSA=-1.52.